Dataset: Full USPTO retrosynthesis dataset with 1.9M reactions from patents (1976-2016). Task: Predict the reactants needed to synthesize the given product. Given the product [CH:10]([O:13][C:14]1[CH:15]=[C:16]([CH:28]=[C:29]([NH:31][CH2:4][C:3]2[CH:6]=[CH:7][CH:8]=[CH:9][C:2]=2[Cl:1])[CH:30]=1)[C:17]([NH:19][C:20]1[S:21][C:22]([C:25]([OH:27])=[O:26])=[CH:23][N:24]=1)=[O:18])([CH3:12])[CH3:11], predict the reactants needed to synthesize it. The reactants are: [Cl:1][C:2]1[CH:9]=[CH:8][CH:7]=[CH:6][C:3]=1[CH:4]=O.[CH:10]([O:13][C:14]1[CH:15]=[C:16]([CH:28]=[C:29]([NH2:31])[CH:30]=1)[C:17]([NH:19][C:20]1[S:21][C:22]([C:25]([OH:27])=[O:26])=[CH:23][N:24]=1)=[O:18])([CH3:12])[CH3:11].C([BH3-])#N.[Na+].